Dataset: Reaction yield outcomes from USPTO patents with 853,638 reactions. Task: Predict the reaction yield, written as a fraction of the theoretical maximum amount of product (1.0 means a 100% yield; for example, 0.34 means a 34% yield). (1) The reactants are [Cl-].[CH2:2]([N+:12]([CH2:15][CH2:16][CH2:17][CH2:18][CH2:19][CH2:20][CH2:21][CH2:22][CH2:23][CH3:24])([CH3:14])[CH3:13])[CH2:3][CH2:4][CH2:5][CH2:6][CH2:7][CH2:8][CH2:9][CH2:10][CH3:11].[C:25]([OH:35])(=[O:34])[CH:26]([C:28]1[CH:33]=[CH:32][CH:31]=[CH:30][CH:29]=1)[OH:27].[OH-].[Na+]. The catalyst is C(Cl)(Cl)Cl. The product is [C:25]([O-:35])(=[O:34])[CH:26]([C:28]1[CH:33]=[CH:32][CH:31]=[CH:30][CH:29]=1)[OH:27].[CH2:15]([N+:12]([CH2:2][CH2:3][CH2:4][CH2:5][CH2:6][CH2:7][CH2:8][CH2:9][CH2:10][CH3:11])([CH3:14])[CH3:13])[CH2:16][CH2:17][CH2:18][CH2:19][CH2:20][CH2:21][CH2:22][CH2:23][CH3:24]. The yield is 0.960. (2) The reactants are [C:1]([C:3]1([C:14]2[N:19]=[CH:18][CH:17]=[CH:16][N:15]=2)[CH2:8][CH:7](C(OC)=O)[C:6](=[O:13])[CH2:5][CH2:4]1)#[N:2].[OH-].[K+].O.C(O)(=O)CC(CC(O)=O)(C(O)=O)O. The catalyst is CCOC(C)=O.CO. The product is [O:13]=[C:6]1[CH2:7][CH2:8][C:3]([C:14]2[N:15]=[CH:16][CH:17]=[CH:18][N:19]=2)([C:1]#[N:2])[CH2:4][CH2:5]1. The yield is 0.680. (3) The reactants are [CH3:1][CH:2]1[O:7][C:6]2[CH:8]=[CH:9][C:10]([N+:12]([O-])=O)=[CH:11][C:5]=2[N:4]([C:15](=[O:18])[CH:16]=[CH2:17])[CH2:3]1.[Sn](Cl)Cl. The catalyst is C(O)C.[OH-].[Na+]. The product is [NH2:12][C:10]1[CH:9]=[CH:8][C:6]2[O:7][CH:2]([CH3:1])[CH2:3][N:4]([C:15](=[O:18])[CH:16]=[CH2:17])[C:5]=2[CH:11]=1. The yield is 0.910.